From a dataset of Forward reaction prediction with 1.9M reactions from USPTO patents (1976-2016). Predict the product of the given reaction. (1) Given the reactants [NH2:1][C:2]1[C:7]([C:8]#[N:9])=[CH:6][C:5]([C:10]#[N:11])=[C:4]([CH3:12])[N:3]=1.CO[CH:15](OC)[N:16]([CH3:18])[CH3:17], predict the reaction product. The product is: [C:8]([C:7]1[C:2]([N:1]=[CH:15][N:16]([CH3:18])[CH3:17])=[N:3][C:4]([CH3:12])=[C:5]([C:10]#[N:11])[CH:6]=1)#[N:9]. (2) Given the reactants [Cl:1][C:2]1[C:3](Cl)=[N:4][CH:5]=[C:6]([CH:10]=1)[C:7]([OH:9])=[O:8].[C:12]([O:16][C:17]([N:19]1[CH2:24][CH2:23][NH:22][CH2:21][CH2:20]1)=[O:18])([CH3:15])([CH3:14])[CH3:13], predict the reaction product. The product is: [C:12]([O:16][C:17]([N:19]1[CH2:24][CH2:23][N:22]([C:3]2[C:2]([Cl:1])=[CH:10][C:6]([C:7]([OH:9])=[O:8])=[CH:5][N:4]=2)[CH2:21][CH2:20]1)=[O:18])([CH3:15])([CH3:13])[CH3:14]. (3) Given the reactants [CH2:1]([NH:3][C:4]1[C:9]([N+:10]([O-])=O)=[CH:8][CH:7]=[C:6]([F:13])[N:5]=1)[CH3:2], predict the reaction product. The product is: [NH2:10][C:9]1[C:4]([NH:3][CH2:1][CH3:2])=[N:5][C:6]([F:13])=[CH:7][CH:8]=1. (4) Given the reactants [C:1]([C:4]1[CH:9]=[CH:8][C:7]([NH:10][C:11]2[N:16]=[C:15]([NH:17][CH2:18][CH2:19][CH3:20])[C:14]([C:21]([OH:23])=O)=[CH:13][N:12]=2)=[CH:6][CH:5]=1)(=[O:3])[NH2:2].[NH2:24][C:25]1[CH:26]=[C:27]([NH:31][C:32](=[O:44])[C@@H:33]([N:35]([CH3:43])[C:36](=[O:42])[O:37][C:38]([CH3:41])([CH3:40])[CH3:39])[CH3:34])[CH:28]=[CH:29][CH:30]=1, predict the reaction product. The product is: [C:1]([C:4]1[CH:5]=[CH:6][C:7]([NH:10][C:11]2[N:16]=[C:15]([NH:17][CH2:18][CH2:19][CH3:20])[C:14]([C:21]([NH:24][C:25]3[CH:26]=[C:27]([NH:31][C:32](=[O:44])[C@@H:33]([N:35]([CH3:43])[C:36](=[O:42])[O:37][C:38]([CH3:39])([CH3:41])[CH3:40])[CH3:34])[CH:28]=[CH:29][CH:30]=3)=[O:23])=[CH:13][N:12]=2)=[CH:8][CH:9]=1)(=[O:3])[NH2:2]. (5) The product is: [CH3:16][S:15][C:12]1[CH:13]=[CH:14][C:9]([N:8]2[C:1]([C:2]3[CH:3]=[CH:4][CH:5]=[CH:6][CH:7]=3)=[CH:29][N:28]=[CH:27]2)=[N:10][CH:11]=1. Given the reactants [CH:1](=[N:8][C:9]1[CH:14]=[CH:13][C:12]([S:15][CH3:16])=[CH:11][N:10]=1)[C:2]1[CH:7]=[CH:6][CH:5]=[CH:4][CH:3]=1.S([CH2:27][N+:28]#[C-:29])(C1C=CC(C)=CC=1)(=O)=O.C(=O)([O-])[O-].[K+].[K+].CO, predict the reaction product. (6) Given the reactants [CH2:1]([N:3]1[C:7]2[CH:8]=[CH:9][C:10]([CH:12]([CH2:22][C:23]([C:25]3[CH:26]=[N:27][CH:28]=[CH:29][CH:30]=3)=O)[C:13]([C:15]3[CH:16]=[C:17]([CH3:21])[CH:18]=[CH:19][CH:20]=3)=O)=[CH:11][C:6]=2[N:5]([CH2:31][CH3:32])[C:4]1=[O:33])[CH3:2].C([O-])(=O)C.[NH4+:38].[NH4+].[OH-], predict the reaction product. The product is: [CH2:1]([N:3]1[C:7]2[CH:8]=[CH:9][C:10]([C:12]3[CH:22]=[C:23]([C:25]4[CH:26]=[N:27][CH:28]=[CH:29][CH:30]=4)[NH:38][C:13]=3[C:15]3[CH:16]=[C:17]([CH3:21])[CH:18]=[CH:19][CH:20]=3)=[CH:11][C:6]=2[N:5]([CH2:31][CH3:32])[C:4]1=[O:33])[CH3:2]. (7) Given the reactants [CH2:1]([NH:5][C:6]([NH:8][CH2:9][C:10]([N:12]1[CH2:32][CH2:31][C:15]2([CH2:20][N:19](C(OCC3C=CC=CC=3)=O)[CH2:18][CH2:17][CH2:16]2)[CH2:14][CH2:13]1)=[O:11])=[O:7])[CH:2]([CH3:4])[CH3:3].C1CCCCC=1, predict the reaction product. The product is: [CH2:16]1[C:15]2([CH2:31][CH2:32][N:12]([C:10](=[O:11])[CH2:9][NH:8][C:6]([NH:5][CH2:1][CH:2]([CH3:3])[CH3:4])=[O:7])[CH2:13][CH2:14]2)[CH2:20][NH:19][CH2:18][CH2:17]1.